From a dataset of Catalyst prediction with 721,799 reactions and 888 catalyst types from USPTO. Predict which catalyst facilitates the given reaction. (1) Reactant: [NH2:1][C:2]1([C:10]2[CH:15]=[CH:14][CH:13]=[CH:12][CH:11]=2)[CH2:7][N:6]([CH3:8])[C:5](=[O:9])[CH2:4][CH2:3]1.C(N(CC)CC)C.[C:23](O[C:23]([O:25][C:26]([CH3:29])([CH3:28])[CH3:27])=[O:24])([O:25][C:26]([CH3:29])([CH3:28])[CH3:27])=[O:24].O. Product: [C:26]([O:25][C:23](=[O:24])[NH:1][C:2]1([C:10]2[CH:15]=[CH:14][CH:13]=[CH:12][CH:11]=2)[CH2:3][CH2:4][C:5](=[O:9])[N:6]([CH3:8])[CH2:7]1)([CH3:29])([CH3:28])[CH3:27]. The catalyst class is: 1. (2) Reactant: [NH2:1][C:2]1[C:3](=[O:11])[N:4]([CH3:10])[N:5]=[C:6]([Cl:9])[C:7]=1I.[C:12]([OH:17])(=[O:16])[C:13]([CH3:15])=O.N12CCN(CC1)CC2. Product: [Cl:9][C:6]1[C:7]2[CH:15]=[C:13]([C:12]([OH:17])=[O:16])[NH:1][C:2]=2[C:3](=[O:11])[N:4]([CH3:10])[N:5]=1. The catalyst class is: 613. (3) Reactant: C1(C)C=CC=CC=1.[F:8][C:9]1[CH:10]=[C:11]([CH:27]=[CH:28][CH:29]=1)[C:12]([C@@H:14]1[CH2:19][CH2:18][CH2:17][N:16]([C:20]([O:22][C:23]([CH3:26])([CH3:25])[CH3:24])=[O:21])[CH2:15]1)=[O:13].CO. Product: [F:8][C:9]1[CH:10]=[C:11]([C@H:12]([OH:13])[CH:14]2[CH2:19][CH2:18][CH2:17][N:16]([C:20]([O:22][C:23]([CH3:25])([CH3:24])[CH3:26])=[O:21])[CH2:15]2)[CH:27]=[CH:28][CH:29]=1. The catalyst class is: 49.